From a dataset of Reaction yield outcomes from USPTO patents with 853,638 reactions. Predict the reaction yield, written as a fraction of the theoretical maximum amount of product (1.0 means a 100% yield; for example, 0.34 means a 34% yield). (1) The reactants are [C:1]([O:5][C:6](=[O:23])[NH:7][CH2:8][CH:9]([S:15][CH2:16][C:17]1[CH:22]=[CH:21][CH:20]=[CH:19][CH:18]=1)[CH:10](OC)[O:11]C)([CH3:4])([CH3:3])[CH3:2].C(O)(=O)C. The catalyst is O1CCCC1.O. The product is [C:1]([O:5][C:6](=[O:23])[NH:7][CH2:8][CH:9]([S:15][CH2:16][C:17]1[CH:18]=[CH:19][CH:20]=[CH:21][CH:22]=1)[CH:10]=[O:11])([CH3:4])([CH3:2])[CH3:3]. The yield is 0.660. (2) The reactants are [NH2:1][C:2]1[N:7]=[C:6]([N:8]2[C:12]3[CH:13]=[C:14](Br)[CH:15]=[CH:16][C:11]=3[N:10]=[C:9]2[NH:18][CH2:19][CH2:20][O:21][CH3:22])[CH:5]=[CH:4][N:3]=1.[CH3:23][C:24]1[N:25]=[C:26]([C:29]([OH:33])([C:31]#[CH:32])[CH3:30])[S:27][CH:28]=1.C(N(CC)CC)C. The yield is 0.110. The catalyst is CS(C)=O.Cl[Pd](Cl)([P](C1C=CC=CC=1)(C1C=CC=CC=1)C1C=CC=CC=1)[P](C1C=CC=CC=1)(C1C=CC=CC=1)C1C=CC=CC=1. The product is [NH2:1][C:2]1[N:7]=[C:6]([N:8]2[C:12]3[CH:13]=[C:14]([C:32]#[C:31][C:29]([C:26]4[S:27][CH:28]=[C:24]([CH3:23])[N:25]=4)([OH:33])[CH3:30])[CH:15]=[CH:16][C:11]=3[N:10]=[C:9]2[NH:18][CH2:19][CH2:20][O:21][CH3:22])[CH:5]=[CH:4][N:3]=1. (3) The reactants are [F:1][C:2]1[CH:9]=[C:8](Br)[CH:7]=[CH:6][C:3]=1[C:4]#[N:5].C([Mg]Cl)(C)C.[Mg].ClC(C)C.CN(C)CCOCCN(C)C.C[O:33][B:34](OC)[O:35]C. The catalyst is O1CCCC1. The product is [F:1][C:2]1[CH:9]=[C:8]([B:34]([OH:35])[OH:33])[CH:7]=[CH:6][C:3]=1[C:4]#[N:5]. The yield is 0.480. (4) The reactants are [H-].[Na+].[Br:3][C:4]1[CH:5]=[C:6]([C:19]([O:21][CH3:22])=[O:20])[C:7]2[NH:8][C:9]3[CH:10]=[C:11]([O:17][CH3:18])[CH:12]=[CH:13][C:14]=3[C:15]=2[N:16]=1.[CH2:23](Br)[C:24]1[CH:29]=[CH:28][CH:27]=[CH:26][CH:25]=1. The catalyst is C1COCC1.CCOC(C)=O. The product is [CH2:23]([N:8]1[C:9]2[CH:10]=[C:11]([O:17][CH3:18])[CH:12]=[CH:13][C:14]=2[C:15]2[N:16]=[C:4]([Br:3])[CH:5]=[C:6]([C:19]([O:21][CH3:22])=[O:20])[C:7]1=2)[C:24]1[CH:29]=[CH:28][CH:27]=[CH:26][CH:25]=1. The yield is 0.230. (5) The yield is 0.390. No catalyst specified. The reactants are [NH:1]([C:3]1[CH:8]=[C:7]([C:9]#[N:10])[CH:6]=[CH:5][N:4]=1)[NH2:2].C[O:12][CH2:13][C:14](=O)[CH2:15][C:16]([O:18][CH3:19])=O. The product is [OH:12][C:13]1[N:1]([C:3]2[CH:8]=[C:7]([C:9]#[N:10])[CH:6]=[CH:5][N:4]=2)[N:2]=[C:15]([CH2:16][O:18][CH3:19])[CH:14]=1. (6) The reactants are [F:1][C:2]1[CH:8]=[CH:7][C:5]([NH2:6])=[CH:4][CH:3]=1.Cl[C:10]1[CH:15]=[CH:14][CH:13]=[CH:12][N:11]=1.[OH-].[Na+]. The catalyst is C(OCC)(=O)C. The product is [F:1][C:2]1[CH:8]=[CH:7][C:5]([NH:6][C:10]2[CH:15]=[CH:14][CH:13]=[CH:12][N:11]=2)=[CH:4][CH:3]=1. The yield is 0.830.